Dataset: Reaction yield outcomes from USPTO patents with 853,638 reactions. Task: Predict the reaction yield, written as a fraction of the theoretical maximum amount of product (1.0 means a 100% yield; for example, 0.34 means a 34% yield). (1) The reactants are [I:1][C:2]1[CH:8]=[C:7]([N+:9]([O-:11])=[O:10])[CH:6]=[CH:5][C:3]=1[NH2:4].[Si:12]([O:19][CH2:20][CH:21]=O)([C:15]([CH3:18])([CH3:17])[CH3:16])([CH3:14])[CH3:13].C(O)(C(F)(F)F)=O.[BH3-]C#N.[Na+]. The catalyst is CO. The yield is 0.250. The product is [C:15]([Si:12]([CH3:14])([CH3:13])[O:19][CH2:20][CH2:21][NH:4][C:3]1[CH:5]=[CH:6][C:7]([N+:9]([O-:11])=[O:10])=[CH:8][C:2]=1[I:1])([CH3:18])([CH3:17])[CH3:16]. (2) The reactants are Br[C:2]1[N:3]=[C:4]2[C:10]([C:11]([NH:13][C:14]([CH3:18])([CH3:17])[CH2:15][OH:16])=[O:12])=[CH:9][N:8]([CH2:19][O:20][CH2:21][CH2:22][Si:23]([CH3:26])([CH3:25])[CH3:24])[C:5]2=[N:6][CH:7]=1.[N:27]1[CH:32]=[CH:31][CH:30]=[C:29]([NH2:33])[CH:28]=1.CC1(C)C2C(=C(P(C3C=CC=CC=3)C3C=CC=CC=3)C=CC=2)OC2C(P(C3C=CC=CC=3)C3C=CC=CC=3)=CC=CC1=2.C(=O)([O-])[O-].[Cs+].[Cs+]. The catalyst is O1CCOCC1.C1C=CC(/C=C/C(/C=C/C2C=CC=CC=2)=O)=CC=1.C1C=CC(/C=C/C(/C=C/C2C=CC=CC=2)=O)=CC=1.C1C=CC(/C=C/C(/C=C/C2C=CC=CC=2)=O)=CC=1.[Pd].[Pd].ClCCl.CO. The product is [OH:16][CH2:15][C:14]([NH:13][C:11]([C:10]1[C:4]2[C:5](=[N:6][CH:7]=[C:2]([NH:33][C:29]3[CH:28]=[N:27][CH:32]=[CH:31][CH:30]=3)[N:3]=2)[N:8]([CH2:19][O:20][CH2:21][CH2:22][Si:23]([CH3:26])([CH3:25])[CH3:24])[CH:9]=1)=[O:12])([CH3:18])[CH3:17]. The yield is 0.180.